Dataset: Reaction yield outcomes from USPTO patents with 853,638 reactions. Task: Predict the reaction yield, written as a fraction of the theoretical maximum amount of product (1.0 means a 100% yield; for example, 0.34 means a 34% yield). The reactants are [CH3:1][CH:2]([CH3:35])[CH2:3][CH2:4][N:5]1[CH2:10][CH2:9][CH:8]([N:11]([CH2:25][C:26]2[CH:31]=[CH:30][C:29]([N+:32]([O-])=O)=[CH:28][CH:27]=2)[C:12](=[O:24])[C:13]2[CH:18]=[CH:17][C:16]([CH2:19][CH2:20][CH2:21][CH2:22][CH3:23])=[CH:15][CH:14]=2)[CH2:7][CH2:6]1. The catalyst is C(OCC)(=O)C.[Pd]. The product is [NH2:32][C:29]1[CH:28]=[CH:27][C:26]([CH2:25][N:11]([CH:8]2[CH2:9][CH2:10][N:5]([CH2:4][CH2:3][CH:2]([CH3:1])[CH3:35])[CH2:6][CH2:7]2)[C:12](=[O:24])[C:13]2[CH:14]=[CH:15][C:16]([CH2:19][CH2:20][CH2:21][CH2:22][CH3:23])=[CH:17][CH:18]=2)=[CH:31][CH:30]=1. The yield is 0.880.